From a dataset of Peptide-MHC class II binding affinity with 134,281 pairs from IEDB. Regression. Given a peptide amino acid sequence and an MHC pseudo amino acid sequence, predict their binding affinity value. This is MHC class II binding data. (1) The peptide sequence is SYFVGKMYFNLID. The MHC is DRB3_0101 with pseudo-sequence DRB3_0101. The binding affinity (normalized) is 0.362. (2) The peptide sequence is GMTGMLWETSLLDPE. The MHC is HLA-DQA10301-DQB10302 with pseudo-sequence HLA-DQA10301-DQB10302. The binding affinity (normalized) is 0.253. (3) The peptide sequence is EDTNIYNSNEAFKVE. The MHC is DRB1_0901 with pseudo-sequence DRB1_0901. The binding affinity (normalized) is 0.643.